Dataset: Acute oral toxicity (LD50) regression data from Zhu et al.. Task: Regression/Classification. Given a drug SMILES string, predict its toxicity properties. Task type varies by dataset: regression for continuous values (e.g., LD50, hERG inhibition percentage) or binary classification for toxic/non-toxic outcomes (e.g., AMES mutagenicity, cardiotoxicity, hepatotoxicity). Dataset: ld50_zhu. (1) The molecule is COCCc1ccc(OCC(O)CNC(C)C)cc1. The rat oral LD50 is 1.89, given as -log10 of the dose in mol/kg body weight (higher means more acutely toxic). (2) The compound is Clc1ccc(C(OCCN2CCCCC2)c2ccccc2)cc1. The rat oral LD50 is 2.15, given as -log10 of the dose in mol/kg body weight (higher means more acutely toxic). (3) The molecule is CCCC(=O)OC(=O)CCC. The rat oral LD50 is 1.25, given as -log10 of the dose in mol/kg body weight (higher means more acutely toxic). (4) The compound is Cc1ccc(C(C)(C)C)cc1. The rat oral LD50 is 1.92, given as -log10 of the dose in mol/kg body weight (higher means more acutely toxic). (5) The molecule is CC(C)Cc1ccc2ccccc2n1. The rat oral LD50 is 2.26, given as -log10 of the dose in mol/kg body weight (higher means more acutely toxic). (6) The drug is C=COCCN(C)C. The rat oral LD50 is 2.81, given as -log10 of the dose in mol/kg body weight (higher means more acutely toxic). (7) The compound is CCCCCCCCCCCCCCOCCOCCOCCOCCOCCOCCOCCO. The rat oral LD50 is 2.30, given as -log10 of the dose in mol/kg body weight (higher means more acutely toxic). (8) The drug is O=C(O)C=CC(=O)O. The rat oral LD50 is 1.10, given as -log10 of the dose in mol/kg body weight (higher means more acutely toxic).